From a dataset of Reaction yield outcomes from USPTO patents with 853,638 reactions. Predict the reaction yield, written as a fraction of the theoretical maximum amount of product (1.0 means a 100% yield; for example, 0.34 means a 34% yield). (1) The reactants are [CH3:1][N:2]1[C:10]([CH3:11])=[C:9]2[C:4]([CH:5]=[C:6]([NH:12][C:13]3[N:18]=[C:17]([NH:19][CH:20]4[CH2:30][CH2:29][C:23]5([CH2:28][CH2:27][NH:26][CH2:25][CH2:24]5)[CH2:22][CH2:21]4)[C:16]([CH3:31])=[CH:15][N:14]=3)[CH:7]=[CH:8]2)=[N:3]1.C1C=NC2N(O)N=NC=2C=1.CCN=C=NCCCN(C)C.C(N(CC)CC)C.[C:60]([CH2:62][C:63](O)=[O:64])#[N:61]. The catalyst is C(Cl)Cl.CN(C=O)C. The product is [CH3:1][N:2]1[C:10]([CH3:11])=[C:9]2[C:4]([CH:5]=[C:6]([NH:12][C:13]3[N:18]=[C:17]([NH:19][CH:20]4[CH2:30][CH2:29][C:23]5([CH2:28][CH2:27][N:26]([C:63](=[O:64])[CH2:62][C:60]#[N:61])[CH2:25][CH2:24]5)[CH2:22][CH2:21]4)[C:16]([CH3:31])=[CH:15][N:14]=3)[CH:7]=[CH:8]2)=[N:3]1. The yield is 0.204. (2) The reactants are [CH3:1][C:2]1[CH:7]=[CH:6][N:5]=[CH:4][C:3]=1[N:8]1[CH2:12][CH2:11][NH:10][C:9]1=[O:13].Br[C:15]1[CH:20]=[CH:19][CH:18]=[C:17]([CH3:21])[CH:16]=1.N[C@@H]1CCCC[C@H]1N.P([O-])([O-])([O-])=O.[K+].[K+].[K+]. The yield is 0.677. The product is [CH3:1][C:2]1[CH:7]=[CH:6][N:5]=[CH:4][C:3]=1[N:8]1[CH2:12][CH2:11][N:10]([C:15]2[CH:16]=[C:17]([CH3:21])[CH:18]=[CH:19][CH:20]=2)[C:9]1=[O:13]. The catalyst is [Cu](I)I.O1CCOCC1. (3) The reactants are [C:1]([C:3]1[CH:29]=[CH:28][C:6]2[N:7]([C:10]3[CH:11]=[C:12]([NH:24]C(=O)C)[CH:13]=[C:14]([C:16]4[CH:21]=[CH:20][C:19]([F:22])=[CH:18][C:17]=4[F:23])[CH:15]=3)[CH:8]=[N:9][C:5]=2[CH:4]=1)#[N:2].[OH-:30].[K+]. The catalyst is C(O)C. The product is [NH2:24][C:12]1[CH:11]=[C:10]([N:7]2[C:6]3[CH:28]=[CH:29][C:3]([C:1]([NH2:2])=[O:30])=[CH:4][C:5]=3[N:9]=[CH:8]2)[CH:15]=[C:14]([C:16]2[CH:21]=[CH:20][C:19]([F:22])=[CH:18][C:17]=2[F:23])[CH:13]=1. The yield is 0.710. (4) The reactants are [Br:1][C:2]1[CH:10]=[C:9]2[C:5]([C:6]3[CH2:15][CH2:14][NH:13][CH2:12][C:7]=3[N:8]2[CH3:11])=[CH:4][CH:3]=1.[BH-](OC(C)=O)(OC(C)=O)O[C:18](C)=O.[Na+]. The catalyst is CO.C(Cl)Cl.C=O. The product is [Br:1][C:2]1[CH:10]=[C:9]2[C:5]([C:6]3[CH2:15][CH2:14][N:13]([CH3:18])[CH2:12][C:7]=3[N:8]2[CH3:11])=[CH:4][CH:3]=1. The yield is 0.880. (5) The reactants are BrN1C(=O)CCC1=O.CC(N=NC(C#N)(C)C)(C#N)C.[C:21]([O:24][C:25]1[CH:30]=[CH:29][C:28]([CH:31]2[NH:35][C@H:34]([C:36]([O:38][CH3:39])=[O:37])[CH2:33][S:32]2)=[CH:27][C:26]=1[O:40][C:41](=[O:43])[CH3:42])(=[O:23])[CH3:22]. The catalyst is C(Cl)(Cl)(Cl)Cl. The product is [C:21]([O:24][C:25]1[CH:30]=[CH:29][C:28]([C:31]2[S:32][CH:33]=[C:34]([C:36]([O:38][CH3:39])=[O:37])[N:35]=2)=[CH:27][C:26]=1[O:40][C:41](=[O:43])[CH3:42])(=[O:23])[CH3:22]. The yield is 0.330. (6) The reactants are [CH3:1][C:2]1[C:6]([CH2:7][N:8]2[CH:12]=[C:11]([N:13]3[C:17](=[O:18])[N:16]([CH3:19])[NH:15][C:14]3=[O:20])[CH:10]=[N:9]2)=[C:5]([CH3:21])[O:4][N:3]=1.BrC[CH2:24][C:25]1[CH:30]=[CH:29][C:28](F)=[CH:27][CH:26]=1. No catalyst specified. The product is [CH2:24]([N:15]1[C:14](=[O:20])[N:13]([C:11]2[CH:10]=[N:9][N:8]([CH2:7][C:6]3[C:2]([CH3:1])=[N:3][O:4][C:5]=3[CH3:21])[CH:12]=2)[C:17](=[O:18])[N:16]1[CH3:19])[C:25]1[CH:30]=[CH:29][CH:28]=[CH:27][CH:26]=1. The yield is 0.140.